Dataset: Full USPTO retrosynthesis dataset with 1.9M reactions from patents (1976-2016). Task: Predict the reactants needed to synthesize the given product. (1) Given the product [C:1]([O:5][C:6]([N:8]1[CH2:13][CH2:12][CH:11]([NH:14][C:16]2[CH:17]=[CH:18][C:19]([N+:23]([O-:25])=[O:24])=[C:20]([CH3:22])[N:21]=2)[CH2:10][CH2:9]1)=[O:7])([CH3:4])([CH3:2])[CH3:3], predict the reactants needed to synthesize it. The reactants are: [C:1]([O:5][C:6]([N:8]1[CH2:13][CH2:12][CH:11]([NH2:14])[CH2:10][CH2:9]1)=[O:7])([CH3:4])([CH3:3])[CH3:2].Cl[C:16]1[N:21]=[C:20]([CH3:22])[C:19]([N+:23]([O-:25])=[O:24])=[CH:18][CH:17]=1.C(N(CC)CC)C.[Cl-].[NH4+]. (2) Given the product [NH:13]1[C:14]2[C:19](=[CH:18][CH:17]=[CH:16][CH:15]=2)[CH:20]=[C:12]1[S:9]([C:6]1[CH:7]=[CH:8][C:3](=[O:2])[NH:4][N:5]=1)(=[O:11])=[O:10], predict the reactants needed to synthesize it. The reactants are: C[O:2][C:3]1[N:4]=[N:5][C:6]([S:9]([C:12]2[NH:13][C:14]3[C:19]([CH:20]=2)=[CH:18][CH:17]=[CH:16][CH:15]=3)(=[O:11])=[O:10])=[CH:7][CH:8]=1.Cl. (3) Given the product [N:35]1[CH:40]=[CH:41][CH:42]=[C:43]([C:2]2[CH:10]=[CH:9][CH:8]=[C:7]3[C:3]=2[C:4]2([CH2:22][O:21][C:20]4[CH:23]=[C:24]5[C:28](=[CH:29][C:19]2=4)[CH2:27][CH2:26][O:25]5)[CH2:5][N:6]3[CH2:11][C:12]2[CH:17]=[CH:16][CH:15]=[CH:14][N:13]=2)[CH:44]=1, predict the reactants needed to synthesize it. The reactants are: Br[C:2]1[CH:10]=[CH:9][CH:8]=[C:7]2[C:3]=1[C:4]1([CH2:22][O:21][C:20]3[CH:23]=[C:24]4[C:28](=[CH:29][C:19]1=3)[CH2:27][CH2:26][O:25]4)[C:5](=O)[N:6]2[CH2:11][C:12]1[CH:17]=[CH:16][CH:15]=[CH:14][N:13]=1.BrC1C=CC=C2C=1C1(C3=CC4OCOC=4C=C3OC1)C(=O)[N:35]2[CH2:40][CH2:41][CH2:42][CH2:43][CH3:44].N1C=CC=C(B(O)O)C=1.CN(C)C1N=CC(B(O)O)=CC=1. (4) The reactants are: [C:1]1([CH3:11])[CH:6]=[CH:5][C:4](S(O)(=O)=O)=[CH:3][CH:2]=1.[CH3:12][O:13][C:14]1[CH:15]=[C:16]2[C:20](=[CH:21][C:22]=1[O:23][CH3:24])[C:19](=[O:25])[CH:18]([CH2:26][CH:27]1[CH2:32][CH2:31][NH:30][CH2:29][CH2:28]1)[CH2:17]2.C(Br)C1C=CC=CC=1.C(=O)([O-])[O-].[K+].[K+].O. Given the product [CH3:12][O:13][C:14]1[CH:15]=[C:16]2[CH2:17][CH:18]([CH2:26][CH:27]3[CH2:32][CH2:31][N:30]([CH2:11][C:1]4[CH:2]=[CH:3][CH:4]=[CH:5][CH:6]=4)[CH2:29][CH2:28]3)[C:19](=[O:25])[C:20]2=[CH:21][C:22]=1[O:23][CH3:24], predict the reactants needed to synthesize it. (5) Given the product [CH3:19][O:7][C:6](=[O:8])[C:5]1[CH:9]=[CH:10][C:2]([CH3:1])=[C:3]([N+:11]([O-:13])=[O:12])[CH:4]=1, predict the reactants needed to synthesize it. The reactants are: [CH3:1][C:2]1[CH:10]=[CH:9][C:5]([C:6]([OH:8])=[O:7])=[CH:4][C:3]=1[N+:11]([O-:13])=[O:12].S(=O)(=O)(O)O.[CH3:19]O. (6) Given the product [CH2:12]([O:8][C:5]1[CH:6]=[CH:7][C:2]([Cl:1])=[C:3]([CH3:9])[CH:4]=1)[CH2:13][CH2:14][CH2:15][CH2:16][CH3:17], predict the reactants needed to synthesize it. The reactants are: [Cl:1][C:2]1[CH:7]=[CH:6][C:5]([OH:8])=[CH:4][C:3]=1[CH3:9].[OH-].[Na+].[CH2:12](Br)[CH2:13][CH2:14][CH2:15][CH2:16][CH3:17].O.